From a dataset of Forward reaction prediction with 1.9M reactions from USPTO patents (1976-2016). Predict the product of the given reaction. (1) Given the reactants [Na:1].C[C:3]1[C:4]([CH2:22][S:23]([C:25]2[NH:29][C:28]3[CH:30]=[CH:31][CH:32]=[CH:33][C:27]=3[N:26]=2)=[O:24])=[N:5][CH:6]=[CH:7][C:8]=1[O:9][CH2:10]C1(C)OCC2(OCCO2)CO1.ClC1C=CC=C(C(OO)=O)C=1.[CH3:45][C:46]1([CH2:57]CO)[O:56][CH2:55][C:49]2([O:54][CH2:53][CH2:52][CH2:51][O:50]2)[CH2:48][O:47]1, predict the reaction product. The product is: [Na:1].[CH3:45][C:46]1([CH2:57][CH2:10][O:9][C:8]2[CH:7]=[CH:6][N:5]=[C:4]([CH2:22][S:23]([C:25]3[NH:29][C:28]4[CH:30]=[CH:31][CH:32]=[CH:33][C:27]=4[N:26]=3)=[O:24])[CH:3]=2)[O:47][CH2:48][C:49]2([O:50][CH2:51][CH2:52][CH2:53][O:54]2)[CH2:55][O:56]1. (2) The product is: [N+:47]([C:44]1[CH:43]=[CH:42][C:41]([O:40][C:39](=[O:50])[NH:10][CH2:9][C:8]([C:11]2[CH:16]=[CH:15][CH:14]=[C:13]([O:17][C:18]([F:21])([F:20])[F:19])[CH:12]=2)([C:22]2[CH:27]=[CH:26][CH:25]=[C:24]([O:28][C:29]([F:30])([F:31])[F:32])[CH:23]=2)[CH2:7][C:1]2[CH:6]=[CH:5][CH:4]=[CH:3][CH:2]=2)=[CH:46][CH:45]=1)([O-:49])=[O:48]. Given the reactants [C:1]1([CH2:7][C:8]([C:22]2[CH:27]=[CH:26][CH:25]=[C:24]([O:28][C:29]([F:32])([F:31])[F:30])[CH:23]=2)([C:11]2[CH:16]=[CH:15][CH:14]=[C:13]([O:17][C:18]([F:21])([F:20])[F:19])[CH:12]=2)[CH2:9][NH2:10])[CH:6]=[CH:5][CH:4]=[CH:3][CH:2]=1.C([O-])([O-])=O.[K+].[K+].[C:39](Cl)(=[O:50])[O:40][C:41]1[CH:46]=[CH:45][C:44]([N+:47]([O-:49])=[O:48])=[CH:43][CH:42]=1, predict the reaction product. (3) Given the reactants Cl[C:2]1[C:11]2[C:6](=[CH:7][C:8]([O:14][CH2:15][CH:16]3[CH2:21][CH2:20][N:19]([CH3:22])[CH2:18][CH2:17]3)=[C:9]([O:12]C)[CH:10]=2)[N:5]=[CH:4][N:3]=1.NC(C(O)=[O:30])CCSC.[OH-].[Na+], predict the reaction product. The product is: [CH3:22][N:19]1[CH2:20][CH2:21][CH:16]([CH2:15][O:14][C:8]2[CH:7]=[C:6]3[C:11]([C:2]([OH:30])=[N:3][CH:4]=[N:5]3)=[CH:10][C:9]=2[OH:12])[CH2:17][CH2:18]1. (4) Given the reactants [F:1][C:2]1[CH:3]=[C:4]([OH:11])[CH:5]=[CH:6][C:7]=1[N+:8]([O-:10])=[O:9].Br[CH2:13][C:14]([O:16][C:17]([CH3:20])([CH3:19])[CH3:18])=[O:15].C(=O)([O-])[O-].[K+].[K+], predict the reaction product. The product is: [C:17]([O:16][C:14](=[O:15])[CH2:13][O:11][C:4]1[CH:5]=[CH:6][C:7]([N+:8]([O-:10])=[O:9])=[C:2]([F:1])[CH:3]=1)([CH3:20])([CH3:19])[CH3:18]. (5) Given the reactants [Cl:1][C:2]1[S:6][C:5]([CH2:7][NH:8][C:9]2[CH:14]=[CH:13][N:12]([C:15]3[CH:16]=[CH:17][C:18]4[N:19]([C:21]([CH3:27])=[C:22]([CH:24]5[CH2:26][CH2:25]5)[N:23]=4)[CH:20]=3)[C:11](=[O:28])[CH:10]=2)=[CH:4][CH:3]=1.[H-].[Na+].I[CH3:32], predict the reaction product. The product is: [Cl:1][C:2]1[S:6][C:5]([CH2:7][N:8]([CH3:32])[C:9]2[CH:14]=[CH:13][N:12]([C:15]3[CH:16]=[CH:17][C:18]4[N:19]([C:21]([CH3:27])=[C:22]([CH:24]5[CH2:26][CH2:25]5)[N:23]=4)[CH:20]=3)[C:11](=[O:28])[CH:10]=2)=[CH:4][CH:3]=1. (6) Given the reactants [NH2:1][C:2]1[N:7]=[CH:6][C:5]([O:8][C:9]2[C:10]([CH3:24])=[N:11][N:12]([C:15]3[CH:22]=[CH:21][C:18]([C:19]#[N:20])=[C:17]([Cl:23])[CH:16]=3)[C:13]=2[CH3:14])=[CH:4][CH:3]=1.C(N(CC)CC)C.[CH3:32][S:33](Cl)(=[O:35])=[O:34].O, predict the reaction product. The product is: [Cl:23][C:17]1[CH:16]=[C:15]([N:12]2[C:13]([CH3:14])=[C:9]([O:8][C:5]3[CH:4]=[CH:3][C:2]([NH:1][S:33]([CH3:32])(=[O:35])=[O:34])=[N:7][CH:6]=3)[C:10]([CH3:24])=[N:11]2)[CH:22]=[CH:21][C:18]=1[C:19]#[N:20]. (7) Given the reactants [H-].[Na+].[CH:3]([C:5]1[C:13]2[C:8](=[CH:9][CH:10]=[CH:11][CH:12]=2)[NH:7][C:6]=1[C:14]([O:16][CH2:17][CH3:18])=[O:15])=[O:4].[CH3:19][O:20][C:21]1[CH:22]=[C:23]([CH:26]=[CH:27][CH:28]=1)[CH2:24]Br.O, predict the reaction product. The product is: [CH:3]([C:5]1[C:13]2[C:8](=[CH:9][CH:10]=[CH:11][CH:12]=2)[N:7]([CH2:24][C:23]2[CH:26]=[CH:27][CH:28]=[C:21]([O:20][CH3:19])[CH:22]=2)[C:6]=1[C:14]([O:16][CH2:17][CH3:18])=[O:15])=[O:4]. (8) Given the reactants C(OC([NH:8][C:9]1[C:14]([C:15]([OH:17])=[O:16])=[CH:13][C:12]([Cl:18])=[N:11][CH:10]=1)=O)(C)(C)C.C(Cl)Cl.C(O)(C(F)(F)F)=O, predict the reaction product. The product is: [NH2:8][C:9]1[C:14]([C:15]([OH:17])=[O:16])=[CH:13][C:12]([Cl:18])=[N:11][CH:10]=1.